This data is from NCI-60 drug combinations with 297,098 pairs across 59 cell lines. The task is: Regression. Given two drug SMILES strings and cell line genomic features, predict the synergy score measuring deviation from expected non-interaction effect. Drug 1: CS(=O)(=O)C1=CC(=C(C=C1)C(=O)NC2=CC(=C(C=C2)Cl)C3=CC=CC=N3)Cl. Drug 2: COC1=NC(=NC2=C1N=CN2C3C(C(C(O3)CO)O)O)N. Cell line: HS 578T. Synergy scores: CSS=-1.45, Synergy_ZIP=6.87, Synergy_Bliss=11.5, Synergy_Loewe=0.753, Synergy_HSA=2.95.